This data is from Full USPTO retrosynthesis dataset with 1.9M reactions from patents (1976-2016). The task is: Predict the reactants needed to synthesize the given product. (1) Given the product [Br:8][C:9]1[N:10]=[CH:11][N:12]([C:14]([C:15]2[CH:20]=[CH:19][CH:18]=[CH:17][CH:16]=2)([C:27]2[CH:28]=[CH:29][CH:30]=[CH:31][CH:32]=2)[C:21]2[CH:22]=[CH:23][CH:24]=[CH:25][CH:26]=2)[CH:13]=1, predict the reactants needed to synthesize it. The reactants are: C(N(CC)CC)C.[Br:8][C:9]1[N:10]=[CH:11][NH:12][CH:13]=1.[C:14](Cl)([C:27]1[CH:32]=[CH:31][CH:30]=[CH:29][CH:28]=1)([C:21]1[CH:26]=[CH:25][CH:24]=[CH:23][CH:22]=1)[C:15]1[CH:20]=[CH:19][CH:18]=[CH:17][CH:16]=1.C(=O)([O-])O.[Na+]. (2) Given the product [Br:28][C:21]1[C:22]2[C:27](=[CH:26][CH:25]=[CH:24][CH:23]=2)[C:18]([C:15]2[NH:14][C:13]([CH:9]3[CH2:10][CH2:11][CH2:12][NH:8]3)=[N:17][CH:16]=2)=[CH:19][CH:20]=1, predict the reactants needed to synthesize it. The reactants are: C(OC([N:8]1[CH2:12][CH2:11][CH2:10][CH:9]1[C:13]1[NH:14][C:15]([C:18]2[C:27]3[C:22](=[CH:23][CH:24]=[CH:25][CH:26]=3)[C:21]([Br:28])=[CH:20][CH:19]=2)=[CH:16][N:17]=1)=O)(C)(C)C.FC(F)(F)C(O)=O. (3) Given the product [Cl:48][C:49]1[CH:59]=[C:58]([O:60][CH2:61][CH:62]=[C:63]([Cl:65])[Cl:64])[CH:57]=[C:56]([Cl:66])[C:50]=1[O:51][CH2:52][CH2:53][CH2:54][O:34][C:35]1[CH:47]=[CH:46][C:38]([C:39]([C:41]2[CH:45]=[CH:44][O:43][N:42]=2)=[O:40])=[CH:37][CH:36]=1, predict the reactants needed to synthesize it. The reactants are: C(OC(N=NC(OC(C)C)=O)=O)(C)C.C1(P(C2C=CC=CC=2)C2C=CC=CC=2)C=CC=CC=1.[OH:34][C:35]1[CH:47]=[CH:46][C:38]([C:39]([C:41]2[CH:45]=[CH:44][O:43][N:42]=2)=[O:40])=[CH:37][CH:36]=1.[Cl:48][C:49]1[CH:59]=[C:58]([O:60][CH2:61][CH:62]=[C:63]([Cl:65])[Cl:64])[CH:57]=[C:56]([Cl:66])[C:50]=1[O:51][CH2:52][CH2:53][CH2:54]O. (4) Given the product [CH3:42][N:43]([CH2:45][C:46]1[C:54]2[O:53][N:52]=[C:51]([CH2:55][CH2:56][CH:57]3[CH2:62][CH2:61][N:60]([CH2:26][C@@H:25]4[CH2:20][CH2:21][CH2:22][CH2:23][C@@H:24]4[CH2:19][O:18][Si:1]([C:14]([CH3:16])([CH3:15])[CH3:17])([C:8]4[CH:13]=[CH:12][CH:11]=[CH:10][CH:9]=4)[C:2]4[CH:3]=[CH:4][CH:5]=[CH:6][CH:7]=4)[CH2:59][CH2:58]3)[C:50]=2[CH:49]=[CH:48][C:47]=1[O:63][CH2:64][C:65]1[CH:66]=[CH:67][C:68]([C:69]#[N:70])=[CH:71][CH:72]=1)[CH3:44], predict the reactants needed to synthesize it. The reactants are: [Si:1]([O:18][C@H:19]1[CH2:24][CH2:23][CH2:22][CH2:21][C@H:20]1[CH2:25][C:26](OCC)=O)([C:14]([CH3:17])([CH3:16])[CH3:15])([C:8]1[CH:13]=[CH:12][CH:11]=[CH:10][CH:9]=1)[C:2]1[CH:7]=[CH:6][CH:5]=[CH:4][CH:3]=1.[H-].C([Al+]CC(C)C)C(C)C.Cl.[CH3:42][N:43]([CH2:45][C:46]1[C:54]2[O:53][N:52]=[C:51]([CH2:55][CH2:56][CH:57]3[CH2:62][CH2:61][NH:60][CH2:59][CH2:58]3)[C:50]=2[CH:49]=[CH:48][C:47]=1[O:63][CH2:64][C:65]1[CH:72]=[CH:71][C:68]([C:69]#[N:70])=[CH:67][CH:66]=1)[CH3:44]. (5) Given the product [CH2:1]([O:13][C:14]1[CH:15]=[C:16]([C:33](=[O:43])[C:34]([C:36]2[CH:37]=[CH:38][C:39]([O:42][CH2:1][CH2:2][CH2:3][CH2:4][CH2:5][CH2:6][O:54][CH2:53][C:8]3([CH3:9])[CH2:44][O:47][CH2:7]3)=[CH:40][CH:41]=2)=[O:35])[CH:17]=[CH:18][C:19]=1[O:20][CH2:21][CH2:22][CH2:23][CH2:24][CH2:25][CH2:26][CH2:27][CH2:28][CH2:29][CH2:30][CH2:31][CH3:32])[CH2:2][CH2:3][CH2:4][CH2:5][CH2:6][CH2:7][CH2:8][CH2:9][CH2:10][CH2:11][CH3:12], predict the reactants needed to synthesize it. The reactants are: [CH2:1]([O:13][C:14]1[CH:15]=[C:16]([C:33](=[O:43])[C:34]([C:36]2[CH:41]=[CH:40][C:39]([OH:42])=[CH:38][CH:37]=2)=[O:35])[CH:17]=[CH:18][C:19]=1[O:20][CH2:21][CH2:22][CH2:23][CH2:24][CH2:25][CH2:26][CH2:27][CH2:28][CH2:29][CH2:30][CH2:31][CH3:32])[CH2:2][CH2:3][CH2:4][CH2:5][CH2:6][CH2:7][CH2:8][CH2:9][CH2:10][CH2:11][CH3:12].[C:44]([O-:47])([O-])=O.[K+].[K+].CN([CH:53]=[O:54])C. (6) The reactants are: [Si](O[C:9]1[C:10](=[O:28])[N:11]([CH2:21][CH:22]([O:24][CH2:25][O:26][CH3:27])[CH3:23])[C:12]2[C:17]([N:18]=1)=[CH:16][CH:15]=[C:14]([O:19][CH3:20])[CH:13]=2)(C(C)(C)C)(C)C.[F-].C([N+](CCCC)(CCCC)CCCC)CCC.[O:47]1CCCC1. Given the product [OH:47][CH2:23][CH:22]([O:24][CH2:25][O:26][CH3:27])[CH2:21][N:11]1[C:12]2[C:17](=[CH:16][CH:15]=[C:14]([O:19][CH3:20])[CH:13]=2)[N:18]=[CH:9][C:10]1=[O:28], predict the reactants needed to synthesize it. (7) The reactants are: [CH3:1][C:2]1[CH:14]=[CH:13][C:12]2[NH:11][C:10]3[CH2:9][CH2:8][N:7]4[CH2:15][CH2:16][CH2:17][CH:6]4[C:5]=3[C:4]=2[CH:3]=1.[H-].[Na+].[CH3:20][C:21]1[CH:26]=[CH:25][C:24]([CH:27]2[CH2:29][O:28]2)=[CH:23][N:22]=1. Given the product [CH3:1][C:2]1[CH:14]=[CH:13][C:12]2[N:11]([CH2:29][CH:27]([C:24]3[CH:23]=[N:22][C:21]([CH3:20])=[CH:26][CH:25]=3)[OH:28])[C:10]3[CH2:9][CH2:8][N:7]4[CH2:15][CH2:16][CH2:17][CH:6]4[C:5]=3[C:4]=2[CH:3]=1, predict the reactants needed to synthesize it. (8) The reactants are: C(NC(C)C)(C)C.C([Li])CCC.[Br:13][C:14]1[CH:19]=[CH:18][C:17]([CH2:20][C:21]([OH:23])=[O:22])=[CH:16][CH:15]=1.I[CH2:25][CH:26]1[CH2:30][CH2:29][CH2:28][CH2:27]1. Given the product [Br:13][C:14]1[CH:15]=[CH:16][C:17]([CH:20]([CH2:25][CH:26]2[CH2:30][CH2:29][CH2:28][CH2:27]2)[C:21]([OH:23])=[O:22])=[CH:18][CH:19]=1, predict the reactants needed to synthesize it. (9) Given the product [CH2:1]([O:3][C:4]([C:6]1[CH:7]=[C:8]2[N:13]([C:14]=1[C:18]1[CH:23]=[N:22][C:21]([CH3:24])=[CH:20][CH:19]=1)[CH:12]=[CH:11][C:10]([CH2:15][OH:16])=[CH:9]2)=[O:5])[CH3:2], predict the reactants needed to synthesize it. The reactants are: [CH2:1]([O:3][C:4]([C:6]1[CH:7]=[C:8]2[N:13]([CH:14]=1)[CH:12]=[CH:11][C:10]([CH2:15][OH:16])=[CH:9]2)=[O:5])[CH3:2].Br[C:18]1[CH:19]=[CH:20][C:21]([CH3:24])=[N:22][CH:23]=1. (10) Given the product [F:20][C:21]([F:31])([F:32])[C:22]1[CH:23]=[C:24]([NH:28][C:29](=[O:30])[NH:1][C:2]2[CH:3]=[CH:4][C:5]([C:8]3[C:16]4[C:11](=[CH:12][N:13]=[CH:14][CH:15]=4)[NH:10][C:9]=3[C:17]([NH2:19])=[O:18])=[CH:6][CH:7]=2)[CH:25]=[CH:26][CH:27]=1, predict the reactants needed to synthesize it. The reactants are: [NH2:1][C:2]1[CH:7]=[CH:6][C:5]([C:8]2[C:16]3[C:11](=[CH:12][N:13]=[CH:14][CH:15]=3)[NH:10][C:9]=2[C:17]([NH2:19])=[O:18])=[CH:4][CH:3]=1.[F:20][C:21]([F:32])([F:31])[C:22]1[CH:23]=[C:24]([N:28]=[C:29]=[O:30])[CH:25]=[CH:26][CH:27]=1.